Dataset: Reaction yield outcomes from USPTO patents with 853,638 reactions. Task: Predict the reaction yield, written as a fraction of the theoretical maximum amount of product (1.0 means a 100% yield; for example, 0.34 means a 34% yield). (1) The reactants are [N+:1]([C:4]1[CH:5]=[C:6]([CH:36]=[C:37]([N+:39]([O-])=O)[CH:38]=1)[C:7]([O:9][CH2:10][CH2:11][CH2:12][CH2:13][CH2:14][CH2:15][CH2:16][CH2:17][O:18][C:19]1[CH:24]=[CH:23][C:22](/[CH:25]=[C:26](\[C:34]#[N:35])/[C:27]2[CH:32]=[CH:31][C:30]([F:33])=[CH:29][CH:28]=2)=[CH:21][CH:20]=1)=[O:8])([O-])=O. The catalyst is CN(C=O)C.O.[Zn]. The product is [NH2:1][C:4]1[CH:5]=[C:6]([CH:36]=[C:37]([NH2:39])[CH:38]=1)[C:7]([O:9][CH2:10][CH2:11][CH2:12][CH2:13][CH2:14][CH2:15][CH2:16][CH2:17][O:18][C:19]1[CH:24]=[CH:23][C:22](/[CH:25]=[C:26](\[C:34]#[N:35])/[C:27]2[CH:32]=[CH:31][C:30]([F:33])=[CH:29][CH:28]=2)=[CH:21][CH:20]=1)=[O:8]. The yield is 0.990. (2) The reactants are [F:1][C:2]([F:16])([F:15])[C:3]([NH:5][CH2:6][CH2:7][CH2:8][CH2:9][C@H:10]([NH2:14])[C:11]([OH:13])=[O:12])=[O:4].[C:17]([O:21][C:22](=O)[O:23]C(C)(C)C)([CH3:20])([CH3:19])[CH3:18].O.Cl. The catalyst is CN(C=O)C. The product is [F:1][C:2]([F:15])([F:16])[C:3]([NH:5][CH2:6][CH2:7][CH2:8][CH2:9][C@H:10]([NH:14][C:22]([O:21][C:17]([CH3:20])([CH3:19])[CH3:18])=[O:23])[C:11]([OH:13])=[O:12])=[O:4]. The yield is 0.920. (3) The reactants are [Cl:1][C:2]1[CH:24]=[C:23]([C:25]([F:28])([F:27])[F:26])[CH:22]=[CH:21][C:3]=1[O:4][C:5]1[CH:10]=[C:9]([O:11][CH2:12][CH2:13][O:14][CH3:15])[CH:8]=[CH:7][C:6]=1/[CH:16]=[CH:17]/[C:18](O)=[O:19].Cl.C(N=C=NCCCN(C)C)C.[CH2:41]([S:46]([NH2:49])(=[O:48])=[O:47])[CH2:42][CH2:43][CH2:44][CH3:45].O. The catalyst is C(#N)C.CN(C)C1C=CN=CC=1. The product is [Cl:1][C:2]1[CH:24]=[C:23]([C:25]([F:28])([F:27])[F:26])[CH:22]=[CH:21][C:3]=1[O:4][C:5]1[CH:10]=[C:9]([O:11][CH2:12][CH2:13][O:14][CH3:15])[CH:8]=[CH:7][C:6]=1/[CH:16]=[CH:17]/[C:18]([NH:49][S:46]([CH2:41][CH2:42][CH2:43][CH2:44][CH3:45])(=[O:48])=[O:47])=[O:19]. The yield is 0.300.